From a dataset of Experimentally validated miRNA-target interactions with 360,000+ pairs, plus equal number of negative samples. Binary Classification. Given a miRNA mature sequence and a target amino acid sequence, predict their likelihood of interaction. (1) The miRNA is mmu-miR-29a-5p with sequence ACUGAUUUCUUUUGGUGUUCAG. The protein sequence of the target gene is MAAAAGPGAALSPRPCDSDPATPGAQSPKDDNEDNSNDGTQPSKRRRMGSGDSSRSCETSSQDLGFSYYPAENLIEYKWPPDETGEYYMLQEQVSEYLGVTSFKRKYPDLERRDLSHKEKLYLRELNVITETQCTLGLTALRSDEVIDLMIKEYPAKHAEYSVILQEKERQRITDHYKEYSQMQQQNTQKVEASKVPEYIKKAAKKAAEFNSNLNRERMEERRAYFDLQTHVIQVPQGKYKVLPTERTKVSSYPVALIPGQFQEYYKRYSPDELRYLPLNTALYEPPLDPELPALDSDGD.... Result: 0 (no interaction). (2) The miRNA is mmu-miR-710 with sequence CCAAGUCUUGGGGAGAGUUGAG. The protein sequence of the target gene is MAEGEKNQDFTFKMESPSDSAVVLPSTPQASANPSSPYTNSSRKQPMSATLRERLRKTRFSFNSSYNVVKRLKVESEENDQTFSEKPASSTEENCLEFQESFKHIDSEFEENTNLKNTLKNLNVCESQSLDSGSCSALQNEFVSEKLPKQRLNAEKAKLVKQVQEKEDLLRRLKLVKMYRSKNDLSQLQLLIKKWRSCSQLLLYELQSAVSEENKKLSLTQLIDHYGLDDKLLHYNRSEEEFIDV. Result: 0 (no interaction). (3) The miRNA is hsa-miR-4425 with sequence UGUUGGGAUUCAGCAGGACCAU. The protein sequence of the target gene is MKDTPLQVHVLLGLAITTLVQAIDKKVDCPQLCTCEIRPWFTPRSIYMEASTVDCNDLGLLNFPARLPADTQILLLQTNNIARIEHSTDFPVNLTGLDLSQNNLSSVTNINVQKMSQLLSVYLEENKLTELPEKCLYGLSNLQELYVNHNLLSTISPGAFIGLHNLLRLHLNSNRLQMINSQWFDALPNLEILMLGDNPIIRIKDMNFQPLVKLRSLVIAGINLTEIPDDALAGLENLESISFYDNRLSKVPQVALQKAVNLKFLDLNKNPINRIRRGDFSNMLHLKELGINNMPELVSI.... Result: 0 (no interaction). (4) The miRNA is hsa-miR-20a-3p with sequence ACUGCAUUAUGAGCACUUAAAG. The protein sequence of the target gene is MGLLAFLKTQFVLHLLVGFVFVVSGLVINFVQLCTLALWPVSKQLYRRLNCRLAYSLWSQLVMLLEWWSCTECTLFTDQATVERFGKEHAVIILNHNFEIDFLCGWTMCERFGVLGSSKVLAKKELLYVPLIGWTWYFLEIVFCKRKWEEDRDTVVEGLRRLSDYPEYMWFLLYCEGTRFTETKHRVSMEVAAAKGLPVLKYHLLPRTKGFTTAVKCLRGTVAAVYDVTLNFRGNKNPSLLGILYGKKYEADMCVRRFPLEDIPLDEKEAAQWLHKLYQEKDALQEIYNQKGMFPGEQFK.... Result: 0 (no interaction). (5) The miRNA is hsa-miR-320e with sequence AAAGCUGGGUUGAGAAGG. The protein sequence of the target gene is MGPRGAASLPRGPGPRRLLLPVVLPLLLLLLLAPPGSGAGASRPPHLVFLLADDLGWNDVGFHGSRIRTPHLDALAAGGVLLDNYYTQPLCTPSRSQLLTGRYQIRTGLQHQIIWPCQPSCVPLDEKLLPQLLKEAGYTTHMVGKWHLGMYRKECLPTRRGFDTYFGYLLGSEDYYSHERCTLIDALNVTRCALDFRDGEEVATGYKNMYSTNIFTKRAIALITNHPPEKPLFLYLALQSVHEPLQVPEEYLKPYDFIQDKNRHHYAGMVSLMDEAVGNVTAALKSSGLWNNTVFIFSTD.... Result: 1 (interaction).